From a dataset of Catalyst prediction with 721,799 reactions and 888 catalyst types from USPTO. Predict which catalyst facilitates the given reaction. Reactant: Cl[C:2]1[C:7]([F:8])=[C:6]([Cl:9])[N:5]=[CH:4][N:3]=1.C(#N)C.[NH:13]1[CH2:18][CH2:17][CH:16]([C:19]([O:21][CH2:22][CH3:23])=[O:20])[CH2:15][CH2:14]1.CCN(C(C)C)C(C)C. The catalyst class is: 25. Product: [Cl:9][C:6]1[N:5]=[CH:4][N:3]=[C:2]([N:13]2[CH2:18][CH2:17][CH:16]([C:19]([O:21][CH2:22][CH3:23])=[O:20])[CH2:15][CH2:14]2)[C:7]=1[F:8].